From a dataset of Forward reaction prediction with 1.9M reactions from USPTO patents (1976-2016). Predict the product of the given reaction. (1) Given the reactants [Cl:1][C:2]1[CH:7]=[CH:6][CH:5]=[C:4]([Cl:8])[C:3]=1[C:9]1[NH:13][C:12](=[O:14])[N:11]([C:15]2[CH:24]=[CH:23][C:18]([C:19](OC)=O)=[C:17]([O:25][CH3:26])[CH:16]=2)[N:10]=1.[F:27][C:28]([F:38])([F:37])[C:29]1[CH:30]=[C:31]([NH2:36])[C:32]([NH2:35])=[CH:33][CH:34]=1.C[Al](C)C, predict the reaction product. The product is: [Cl:8][C:4]1[CH:5]=[CH:6][CH:7]=[C:2]([Cl:1])[C:3]=1[C:9]1[NH:13][C:12](=[O:14])[N:11]([C:15]2[CH:24]=[CH:23][C:18]([C:19]3[NH:35][C:32]4[CH:33]=[CH:34][C:29]([C:28]([F:27])([F:37])[F:38])=[CH:30][C:31]=4[N:36]=3)=[C:17]([O:25][CH3:26])[CH:16]=2)[N:10]=1. (2) Given the reactants [SH:1][C:2]1[CH:11]=[C:10]2[C:5]([CH2:6][CH2:7][CH:8]([C:12]([O:14][CH2:15][CH3:16])=[O:13])[O:9]2)=[CH:4][CH:3]=1.CI.[C:19]([O-])([O-])=O.[K+].[K+], predict the reaction product. The product is: [CH3:19][S:1][C:2]1[CH:11]=[C:10]2[C:5]([CH2:6][CH2:7][CH:8]([C:12]([O:14][CH2:15][CH3:16])=[O:13])[O:9]2)=[CH:4][CH:3]=1. (3) Given the reactants O[CH2:2][CH:3]1C(CO)CC=CC1.Cl[C:12]1C=CC=C(C(OO)=O)[CH:13]=1.[OH:22][CH2:23][CH:24]1[CH:29]([CH2:30][OH:31])[CH2:28][CH:27]2[O:32][CH:26]2[CH2:25]1.C(=O)([O-])[O-].[Na+].[Na+].C(O)(=O)CC.C(OC=C)(=O)C, predict the reaction product. The product is: [CH:2]([O:22][CH2:23][CH:24]1[CH:29]([CH2:30][O:31][CH:12]=[CH2:13])[CH2:28][CH:27]2[O:32][CH:26]2[CH2:25]1)=[CH2:3]. (4) Given the reactants C([O:4][CH2:5][C:6]([NH:8][C:9]1[CH:14]=[C:13]([O:15]CC2C=CC=CC=2)[CH:12]=[CH:11][C:10]=1[S:23](=[O:36])(=[O:35])[NH:24][C:25]1[CH:26]=[CH:27][C:28]2[CH2:32][O:31][B:30]([OH:33])[C:29]=2[CH:34]=1)=[O:7])(=O)C, predict the reaction product. The product is: [OH:4][CH2:5][C:6]([NH:8][C:9]1[CH:14]=[C:13]([OH:15])[CH:12]=[CH:11][C:10]=1[S:23](=[O:35])(=[O:36])[NH:24][C:25]1[CH:26]=[CH:27][C:28]2[CH2:32][O:31][B:30]([OH:33])[C:29]=2[CH:34]=1)=[O:7]. (5) The product is: [F:35][C:31]1[CH:30]=[C:29]([NH:28][C:24]2[N:23]=[C:22]([C:21]3[C:13]([C:9]4[CH:8]=[C:7]([NH:6][C:4]([C:3]5[N:42]([CH3:41])[N:43]=[C:37]([CH3:38])[CH:36]=5)=[O:5])[CH:12]=[CH:11][CH:10]=4)=[N:14][N:15]4[CH:20]=[CH:19][CH:18]=[CH:17][C:16]=34)[CH:27]=[CH:26][N:25]=2)[CH:34]=[CH:33][CH:32]=1. Given the reactants ClC1C=[CH:38][C:37](F)=[CH:36][C:3]=1[C:4]([NH:6][C:7]1[CH:12]=[CH:11][CH:10]=[C:9]([C:13]2[C:21]([C:22]3[CH:27]=[CH:26][N:25]=[C:24]([NH:28][C:29]4[CH:34]=[CH:33][CH:32]=[C:31]([F:35])[CH:30]=4)[N:23]=3)=[C:16]3[CH:17]=[CH:18][CH:19]=[CH:20][N:15]3[N:14]=2)[CH:8]=1)=[O:5].[CH3:41][N:42]1C(C(Cl)=O)=CC(C)=[N:43]1, predict the reaction product.